Dataset: Full USPTO retrosynthesis dataset with 1.9M reactions from patents (1976-2016). Task: Predict the reactants needed to synthesize the given product. (1) Given the product [NH:21]1[CH2:22][CH2:23][CH:18]([C:9]2[N:8]=[C:17]3[C:12]([CH2:13][CH2:14][CH2:15][NH:16]3)=[CH:11][CH:10]=2)[CH2:19][CH2:20]1, predict the reactants needed to synthesize it. The reactants are: C(O)(C(F)(F)F)=O.[N:8]1[C:17]2[NH:16][CH2:15][CH2:14][CH2:13][C:12]=2[CH:11]=[CH:10][C:9]=1[CH:18]1[CH2:23][CH2:22][N:21](C(OC(C)(C)C)=O)[CH2:20][CH2:19]1. (2) Given the product [C:32]([N:29]1[CH2:28][CH2:27][N:26]([C:20]2[N:21]=[C:22]([O:23][CH2:24][CH3:25])[C:17]([NH:16][C:13]([C:10]3[C:9]4[C:2](=[O:1])[N:37]([CH2:38][CH2:43][O:48][CH3:46])[C:4]([CH3:5])([CH3:6])[CH2:7][C:8]=4[O:12][CH:11]=3)=[O:15])=[CH:18][CH:19]=2)[CH2:31][CH2:30]1)(=[O:34])[CH3:33], predict the reactants needed to synthesize it. The reactants are: [O:1]=[C:2]1[C:9]2[C:10]([C:13]([OH:15])=O)=[CH:11][O:12][C:8]=2[CH2:7][C:4]2([CH2:6][CH2:5]2)C1.[NH2:16][C:17]1[CH:18]=[CH:19][C:20]([N:26]2[CH2:31][CH2:30][N:29]([C:32](=[O:34])[CH3:33])[CH2:28][CH2:27]2)=[N:21][C:22]=1[O:23][CH2:24][CH3:25].CN1C=[C:43]2[C:38](C=CC(N)=C2)=[N:37]1.[CH2:46]([OH:48])C. (3) Given the product [S:25]1[CH:26]=[CH:22][N:23]=[C:24]1[C:4]#[C:3][CH2:2][CH2:1][N:5]1[C:9](=[O:10])[C:8]2[C:7](=[CH:14][CH:13]=[CH:12][CH:11]=2)[C:6]1=[O:15], predict the reactants needed to synthesize it. The reactants are: [CH2:1]([N:5]1[C:9](=[O:10])[C:8]2=[CH:11][CH:12]=[CH:13][CH:14]=[C:7]2[C:6]1=[O:15])[CH2:2][C:3]#[CH:4].O1CCCC1.Br[C:22]1[N:23]=[CH:24][S:25][CH:26]=1. (4) Given the product [Cl:25][C:9]1[C:10]2[N:11]=[C:3]([CH:2]([F:13])[F:1])[S:4][C:5]=2[N:6]=[CH:7][N:8]=1, predict the reactants needed to synthesize it. The reactants are: [F:1][CH:2]([F:13])[C:3]1[S:4][C:5]2[N:6]=[CH:7][N:8]=[C:9](O)[C:10]=2[N:11]=1.CN(C)C1C=CC=CC=1.P(Cl)(Cl)([Cl:25])=O. (5) The reactants are: [Br:1]N1C(=O)CCC1=O.[NH2:9][C:10]1[N:11]=[C:12]([C:26]2[CH:31]=[CH:30][CH:29]=[CH:28][CH:27]=2)[C:13]([C:16]2[CH:17]=[CH:18][C:19](=[O:25])[N:20]([CH:22]([CH3:24])[CH3:23])[N:21]=2)=[N:14][CH:15]=1.O. Given the product [NH2:9][C:10]1[N:11]=[C:12]([C:26]2[CH:27]=[CH:28][CH:29]=[CH:30][CH:31]=2)[C:13]([C:16]2[CH:17]=[CH:18][C:19](=[O:25])[N:20]([CH:22]([CH3:24])[CH3:23])[N:21]=2)=[N:14][C:15]=1[Br:1], predict the reactants needed to synthesize it.